Dataset: Forward reaction prediction with 1.9M reactions from USPTO patents (1976-2016). Task: Predict the product of the given reaction. (1) Given the reactants [CH3:1][C:2]1[C:3](OS(C(F)(F)F)(=O)=O)=[CH:4][C:5]2[C:6]([CH3:14])([CH3:13])[CH2:7][CH2:8][C:9](=[O:12])[C:10]=2[CH:11]=1.C(N(CC)CC)C.[CH3:30][Si:31]([C:34]#[CH:35])([CH3:33])[CH3:32].C(OCC)(=O)C, predict the reaction product. The product is: [CH3:13][C:6]1([CH3:14])[C:5]2[C:10](=[CH:11][C:2]([CH3:1])=[C:3]([C:35]#[C:34][Si:31]([CH3:33])([CH3:32])[CH3:30])[CH:4]=2)[C:9](=[O:12])[CH2:8][CH2:7]1. (2) Given the reactants C([Sn](CCCC)(CCCC)C1C=CC(CC)=CC=1)CCC.[CH2:22]([C:24]1[CH:25]=[CH:26][C:27]2[CH:31]=[C:30](C(O)=O)[S:29][C:28]=2[CH:35]=1)[CH3:23], predict the reaction product. The product is: [CH2:22]([C:24]1[CH:25]=[CH:26][C:27]2[CH:31]=[CH:30][S:29][C:28]=2[CH:35]=1)[CH3:23]. (3) Given the reactants [OH:1][C:2]1[C:3](=[O:29])[C:4]([C:18]2[N:22]([C:23]3[CH:28]=[CH:27][CH:26]=[CH:25][CH:24]=3)[N:21]=[CH:20][CH:19]=2)=[N:5][N:6]([C:8]2[CH:13]=[CH:12][CH:11]=[C:10]([C:14]([F:17])([F:16])[F:15])[CH:9]=2)[CH:7]=1.[CH3:30][O:31][CH2:32][CH2:33]Br.C([O-])([O-])=O.[K+].[K+].O, predict the reaction product. The product is: [CH3:30][O:31][CH2:32][CH2:33][O:1][C:2]1[C:3](=[O:29])[C:4]([C:18]2[N:22]([C:23]3[CH:24]=[CH:25][CH:26]=[CH:27][CH:28]=3)[N:21]=[CH:20][CH:19]=2)=[N:5][N:6]([C:8]2[CH:13]=[CH:12][CH:11]=[C:10]([C:14]([F:16])([F:15])[F:17])[CH:9]=2)[CH:7]=1. (4) Given the reactants [Cl:1][C:2]1[C:3]2[CH:20]=[CH:19][CH:18]=[CH:17][C:4]=2[S:5][C:6]=1[C:7]([NH:9][C:10]1[CH:15]=[CH:14][CH:13]=[C:12]([F:16])[CH:11]=1)=[O:8].[H-].[Na+].I[CH3:24], predict the reaction product. The product is: [Cl:1][C:2]1[C:3]2[CH:20]=[CH:19][CH:18]=[CH:17][C:4]=2[S:5][C:6]=1[C:7]([N:9]([C:10]1[CH:15]=[CH:14][CH:13]=[C:12]([F:16])[CH:11]=1)[CH3:24])=[O:8]. (5) The product is: [N:1]1([C:7]2[N:15]=[C:14]([C:16]3[CH:17]=[C:18]([OH:22])[CH:19]=[CH:20][CH:21]=3)[N:13]=[C:12]3[C:8]=2[N:9]=[CH:10][N:11]3[CH:23]2[CH2:28][CH2:27][N:26]([CH2:35][C:31]3[CH:30]=[N:29][CH:34]=[CH:33][CH:32]=3)[CH2:25][CH2:24]2)[CH2:6][CH2:5][O:4][CH2:3][CH2:2]1. Given the reactants [N:1]1([C:7]2[N:15]=[C:14]([C:16]3[CH:17]=[C:18]([OH:22])[CH:19]=[CH:20][CH:21]=3)[N:13]=[C:12]3[C:8]=2[N:9]=[CH:10][N:11]3[CH:23]2[CH2:28][CH2:27][NH:26][CH2:25][CH2:24]2)[CH2:6][CH2:5][O:4][CH2:3][CH2:2]1.[N:29]1[CH:34]=[CH:33][CH:32]=[C:31]([CH:35]=O)[CH:30]=1, predict the reaction product.